This data is from Full USPTO retrosynthesis dataset with 1.9M reactions from patents (1976-2016). The task is: Predict the reactants needed to synthesize the given product. (1) The reactants are: [NH:1]([C:3]1[N:8]([CH2:9][CH:10]([CH3:12])[CH3:11])[C:7](=[O:13])[N:6]([CH3:14])[C:5](=[O:15])[CH:4]=1)[NH2:2].[CH:16]([C:18]1[C:26]2[C:21](=[CH:22][CH:23]=[C:24]([C:27]#[N:28])[CH:25]=2)[NH:20][CH:19]=1)=O.[CH:29]([C:31]1[N:35]([CH3:36])[CH:34]=[C:33]([C:37]([O:39][CH3:40])=[O:38])[CH:32]=1)=O. Given the product [C:27]([C:24]1[CH:25]=[C:26]2[C:21](=[CH:22][CH:23]=1)[NH:20][CH:19]=[C:18]2[CH2:16][N:2]1[C:29]([C:31]2[N:35]([CH3:36])[CH:34]=[C:33]([C:37]([O:39][CH3:40])=[O:38])[CH:32]=2)=[C:4]2[C:3]([N:8]([CH2:9][CH:10]([CH3:11])[CH3:12])[C:7](=[O:13])[N:6]([CH3:14])[C:5]2=[O:15])=[N:1]1)#[N:28], predict the reactants needed to synthesize it. (2) The reactants are: [Cl:1][C:2]1[C:11]2[C:6](=[C:7]([Cl:12])[CH:8]=[CH:9][CH:10]=2)[C:5]([O:13]C)=[CH:4][N:3]=1.B(Br)(Br)Br. Given the product [Cl:1][C:2]1[C:11]2[C:6](=[C:7]([Cl:12])[CH:8]=[CH:9][CH:10]=2)[C:5]([OH:13])=[CH:4][N:3]=1, predict the reactants needed to synthesize it. (3) Given the product [Br:15][C:4]1[CH:3]=[C:2]([NH:1][CH2:20][C:19]2[C:22]([CH3:26])=[CH:23][CH:24]=[CH:25][C:18]=2[CH2:16][CH3:17])[C:10]2[N:9]=[C:8]([CH2:11][O:12][CH3:13])[N:7]([CH3:14])[C:6]=2[CH:5]=1, predict the reactants needed to synthesize it. The reactants are: [NH2:1][C:2]1[C:10]2[N:9]=[C:8]([CH2:11][O:12][CH3:13])[N:7]([CH3:14])[C:6]=2[CH:5]=[C:4]([Br:15])[CH:3]=1.[CH2:16]([C:18]1[CH:25]=[CH:24][CH:23]=[C:22]([CH3:26])[C:19]=1[CH2:20]Cl)[CH3:17].C(=O)([O-])[O-].[K+].[K+].[I-].[K+]. (4) Given the product [ClH:25].[F:22][C:19]1([F:21])[O:18][C:17]2[CH:23]=[CH:24][C:14]([CH2:13][CH:10]3[CH2:11][CH2:12][NH:8][CH2:9]3)=[CH:15][C:16]=2[O:20]1, predict the reactants needed to synthesize it. The reactants are: C(OC([N:8]1[CH2:12][CH2:11][CH:10]([CH2:13][C:14]2[CH:24]=[CH:23][C:17]3[O:18][C:19]([F:22])([F:21])[O:20][C:16]=3[CH:15]=2)[CH2:9]1)=O)(C)(C)C.[ClH:25].